Dataset: Full USPTO retrosynthesis dataset with 1.9M reactions from patents (1976-2016). Task: Predict the reactants needed to synthesize the given product. (1) The reactants are: [OH-].[K+].[CH2:3]([O:10][CH2:11][C:12]([CH3:20])([CH3:19])[C:13]#[C:14][Si](C)(C)C)[C:4]1[CH:9]=[CH:8][CH:7]=[CH:6][CH:5]=1. Given the product [CH2:3]([O:10][CH2:11][C:12]([CH3:20])([CH3:19])[C:13]#[CH:14])[C:4]1[CH:9]=[CH:8][CH:7]=[CH:6][CH:5]=1, predict the reactants needed to synthesize it. (2) The reactants are: [Cl:1][C:2]1[CH:7]=[CH:6][C:5]([C:8]2[N:13]=[C:12]([NH:14][CH2:15][C@@H:16]3[CH2:20][CH2:19][N:18](C(OC(C)(C)C)=O)[CH2:17]3)[N:11]3[C:28](=[O:32])[N:29]([CH3:31])[N:30]=[C:10]3[C:9]=2[C:33]2[CH:38]=[CH:37][C:36]([Cl:39])=[CH:35][CH:34]=2)=[CH:4][CH:3]=1. Given the product [Cl:1][C:2]1[CH:3]=[CH:4][C:5]([C:8]2[N:13]=[C:12]([NH:14][CH2:15][C@@H:16]3[CH2:20][CH2:19][NH:18][CH2:17]3)[N:11]3[C:28](=[O:32])[N:29]([CH3:31])[N:30]=[C:10]3[C:9]=2[C:33]2[CH:34]=[CH:35][C:36]([Cl:39])=[CH:37][CH:38]=2)=[CH:6][CH:7]=1, predict the reactants needed to synthesize it.